From a dataset of Volume of distribution at steady state (VDss) regression data from Lombardo et al.. Regression/Classification. Given a drug SMILES string, predict its absorption, distribution, metabolism, or excretion properties. Task type varies by dataset: regression for continuous measurements (e.g., permeability, clearance, half-life) or binary classification for categorical outcomes (e.g., BBB penetration, CYP inhibition). For this dataset (vdss_lombardo), we predict log10(VDss) (log10 of volume of distribution in L/kg). (1) The drug is C[NH+]1CCC23c4c5ccc(O)c4OC2C(OC2OC(C(=O)[O-])C(O)C(O)C2O)C=CC3C1C5. The log10(VDss) is -0.920. (2) The molecule is CC(C)(C)C(NC(=O)C(CC1CCCC1)CN(O)C=O)C(=O)N1CCN(Cc2ccc3c(c2)OCO3)CC1. The log10(VDss) is 0.0400. (3) The compound is CCN(C(C)=O)c1cccc(-c2ccnc3c(C#N)cnn23)c1. The log10(VDss) is 0.110. (4) The molecule is O=C(/C=C/c1ccc(C[NH+](CCO)CCc2c[nH]c3ccccc23)cc1)NO. The log10(VDss) is 0.340.